From a dataset of Forward reaction prediction with 1.9M reactions from USPTO patents (1976-2016). Predict the product of the given reaction. (1) Given the reactants [N:1]1[CH:6]=[CH:5][CH:4]=[C:3]([CH2:7][CH2:8][NH2:9])[CH:2]=1.[O:10]1[C:14]2[CH:15]=[C:16]([C:19]([NH:21][C@H:22]([CH2:26][CH:27]([CH3:29])[CH3:28])[C:23](O)=[O:24])=[O:20])[CH:17]=[CH:18][C:13]=2[O:12][CH2:11]1, predict the reaction product. The product is: [CH3:28][CH:27]([CH3:29])[CH2:26][C@@H:22]([NH:21][C:19]([C:16]1[CH:17]=[CH:18][C:13]2[O:12][CH2:11][O:10][C:14]=2[CH:15]=1)=[O:20])[C:23](=[O:24])[NH:9][CH2:8][CH2:7][C:3]1[CH:2]=[N:1][CH:6]=[CH:5][CH:4]=1. (2) Given the reactants [Cl:1][C:2]1[N:3]=[C:4]2[C:9](=[CH:10][CH:11]=1)[N:8]=[CH:7][C:6]([C:12](=[O:14])[CH3:13])=[C:5]2[NH:15][C:16]1[CH:21]=[CH:20][C:19]([CH2:22][CH2:23][N:24]([CH3:26])[CH3:25])=[CH:18][CH:17]=1.[Cl:27][C:28]1[CH:33]=[C:32](B2OC(C)(C)C(C)(C)O2)[CH:31]=[C:30]([Cl:43])[C:29]=1[OH:44].C1(N)C(F)=C(F)C(F)=C(N)C=1F.Cl.Cl, predict the reaction product. The product is: [ClH:1].[ClH:27].[Cl:27][C:28]1[CH:33]=[C:32]([C:2]2[N:3]=[C:4]3[C:9](=[CH:10][CH:11]=2)[N:8]=[CH:7][C:6]([C:12](=[O:14])[CH3:13])=[C:5]3[NH:15][C:16]2[CH:17]=[CH:18][C:19]([CH2:22][CH2:23][N:24]([CH3:26])[CH3:25])=[CH:20][CH:21]=2)[CH:31]=[C:30]([Cl:43])[C:29]=1[OH:44]. (3) Given the reactants [Br:1][C:2]1[CH:8]=[C:7]([F:9])[C:5]([NH2:6])=[C:4]([F:10])[CH:3]=1.B1([O-])OO1.[OH2:15].[OH2:16].O.O.[Na+], predict the reaction product. The product is: [Br:1][C:2]1[CH:8]=[C:7]([F:9])[C:5]([N+:6]([O-:16])=[O:15])=[C:4]([F:10])[CH:3]=1.